Dataset: Reaction yield outcomes from USPTO patents with 853,638 reactions. Task: Predict the reaction yield, written as a fraction of the theoretical maximum amount of product (1.0 means a 100% yield; for example, 0.34 means a 34% yield). The reactants are [F:1][C:2]([F:6])([F:5])[CH2:3][NH2:4].[NH2:7][C:8]1[N:13]=[C:12]([N:14]([CH3:21])[C:15]2[CH:20]=[CH:19][CH:18]=[CH:17][CH:16]=2)[N:11]=[C:10]([C:22]2[N:26]=[C:25]([C:27]3[CH:28]=[CH:29][C:30]([C:33](OC)=[O:34])=[N:31][CH:32]=3)[O:24][N:23]=2)[N:9]=1. The catalyst is C1(C)C=CC=CC=1. The product is [NH2:7][C:8]1[N:13]=[C:12]([N:14]([CH3:21])[C:15]2[CH:16]=[CH:17][CH:18]=[CH:19][CH:20]=2)[N:11]=[C:10]([C:22]2[N:26]=[C:25]([C:27]3[CH:28]=[CH:29][C:30]([C:33]([NH:4][CH2:3][C:2]([F:6])([F:5])[F:1])=[O:34])=[N:31][CH:32]=3)[O:24][N:23]=2)[N:9]=1. The yield is 0.430.